Dataset: Full USPTO retrosynthesis dataset with 1.9M reactions from patents (1976-2016). Task: Predict the reactants needed to synthesize the given product. (1) Given the product [C:17]([O:21][C:22](=[O:42])/[C:23](=[CH:6]/[C:5]1[CH:8]=[CH:9][C:10]([N:11]2[CH:15]=[C:14]([CH3:16])[N:13]=[CH:12]2)=[C:3]([O:2][CH3:1])[CH:4]=1)/[CH2:24][CH2:25][O:26][Si:27]([C:30]([CH3:33])([CH3:32])[CH3:31])([CH3:28])[CH3:29])([CH3:18])([CH3:20])[CH3:19], predict the reactants needed to synthesize it. The reactants are: [CH3:1][O:2][C:3]1[CH:4]=[C:5]([CH:8]=[CH:9][C:10]=1[N:11]1[CH:15]=[C:14]([CH3:16])[N:13]=[CH:12]1)[CH:6]=O.[C:17]([O:21][C:22](=[O:42])[CH:23](P(OCC)(OCC)=O)[CH2:24][CH2:25][O:26][Si:27]([C:30]([CH3:33])([CH3:32])[CH3:31])([CH3:29])[CH3:28])([CH3:20])([CH3:19])[CH3:18].O.[OH-].[Li+].O. (2) Given the product [C:22]([O:21][C:19](=[O:20])[NH:17][C@@H:14]1[CH2:15][CH2:16][N:12]([S:9]([C:6]2[C:5]([Cl:18])=[CH:4][CH:3]=[C:2]([NH2:1])[C:7]=2[OH:8])(=[O:11])=[O:10])[CH2:13]1)([CH3:25])([CH3:24])[CH3:23], predict the reactants needed to synthesize it. The reactants are: [NH2:1][C:2]1[C:7]([OH:8])=[C:6]([S:9]([N:12]2[CH2:16][CH2:15][C@@H:14]([NH2:17])[CH2:13]2)(=[O:11])=[O:10])[C:5]([Cl:18])=[CH:4][CH:3]=1.[C:19](O[C:19]([O:21][C:22]([CH3:25])([CH3:24])[CH3:23])=[O:20])([O:21][C:22]([CH3:25])([CH3:24])[CH3:23])=[O:20]. (3) Given the product [Cl:24][C:21]1[CH:22]=[CH:23][C:18]([C:3]2[C:2](=[O:29])[NH:7][N:6]3[C:8](=[O:11])[NH:9][N:10]=[C:5]3[C:4]=2[C:12]2[CH:17]=[CH:16][N:15]=[CH:14][CH:13]=2)=[CH:19][CH:20]=1, predict the reactants needed to synthesize it. The reactants are: Cl[C:2]1[C:3]([C:18]2[CH:23]=[CH:22][C:21]([Cl:24])=[CH:20][CH:19]=2)=[C:4]([C:12]2[CH:17]=[CH:16][N:15]=[CH:14][CH:13]=2)[C:5]2[N:6]([C:8](=[O:11])[NH:9][N:10]=2)[N:7]=1.C[Si]([O:29][Si](C)(C)C)(C)C.[K].[Si](O[K])(C)(C)C. (4) Given the product [Br:1][C:2]1[CH:3]=[C:4]([CH:9]=[CH:10][C:11]=1[C:12]([NH2:14])=[O:13])[C:5]([OH:7])=[O:6], predict the reactants needed to synthesize it. The reactants are: [Br:1][C:2]1[CH:3]=[C:4]([CH:9]=[CH:10][C:11]=1[C:12]([NH2:14])=[O:13])[C:5]([O:7]C)=[O:6].[OH-].[Na+].Cl. (5) Given the product [F:1][C:2]1[CH:3]=[C:4]([C@@H:9]2[CH2:13][N:12]([CH2:26][C@@H:24]([OH:25])[C:23]([F:28])([F:27])[F:22])[CH2:11][C@H:10]2[NH:14][C:15](=[O:21])[O:16][C:17]([CH3:18])([CH3:20])[CH3:19])[CH:5]=[CH:6][C:7]=1[F:8], predict the reactants needed to synthesize it. The reactants are: [F:1][C:2]1[CH:3]=[C:4]([C@@H:9]2[CH2:13][NH:12][CH2:11][C@H:10]2[NH:14][C:15](=[O:21])[O:16][C:17]([CH3:20])([CH3:19])[CH3:18])[CH:5]=[CH:6][C:7]=1[F:8].[F:22][C:23]([F:28])([F:27])[C@H:24]1[CH2:26][O:25]1.CCN(C(C)C)C(C)C.